This data is from Full USPTO retrosynthesis dataset with 1.9M reactions from patents (1976-2016). The task is: Predict the reactants needed to synthesize the given product. (1) Given the product [CH3:1][C:2]1[CH:3]=[C:4]([CH:9]=[C:10]([C:12](=[O:17])[CH2:13][CH2:14][CH2:15][CH3:16])[CH:11]=1)[C:5]([OH:7])=[O:6], predict the reactants needed to synthesize it. The reactants are: [CH3:1][C:2]1[CH:3]=[C:4]([CH:9]=[C:10]([C:12](=[O:17])[CH2:13][CH2:14][CH2:15][CH3:16])[CH:11]=1)[C:5]([O:7]C)=[O:6].C1COCC1.CO.[OH-].[Na+]. (2) Given the product [Cl:39][C:38]1[CH:37]=[CH:36][C:22]([C:23]([NH:25][C:26]2[CH:31]=[CH:30][CH:29]=[C:28]([C:32]([F:34])([F:35])[F:33])[CH:27]=2)=[O:24])=[CH:21][C:20]=1[NH:19][C:2]1[N:7]=[CH:6][N:5]=[C:4]2[N:8]([C:11]3[CH:16]=[CH:15][C:14]([O:17][CH3:18])=[CH:13][CH:12]=3)[N:9]=[CH:10][C:3]=12, predict the reactants needed to synthesize it. The reactants are: Cl[C:2]1[N:7]=[CH:6][N:5]=[C:4]2[N:8]([C:11]3[CH:16]=[CH:15][C:14]([O:17][CH3:18])=[CH:13][CH:12]=3)[N:9]=[CH:10][C:3]=12.[NH2:19][C:20]1[CH:21]=[C:22]([CH:36]=[CH:37][C:38]=1[Cl:39])[C:23]([NH:25][C:26]1[CH:31]=[CH:30][CH:29]=[C:28]([C:32]([F:35])([F:34])[F:33])[CH:27]=1)=[O:24]. (3) Given the product [F:8][C:4]1[CH:5]=[CH:6][CH:7]=[C:2]([F:1])[C:3]=1[N:9]1[C:14]2[N:15]=[C:16]([NH:47][CH2:46][C:42]3[NH:41][CH:45]=[CH:44][N:43]=3)[N:17]=[C:18]([C:19]3[CH:20]=[C:21]([NH:26][C:27]([C:29]4[S:30][CH:31]=[CH:32][CH:33]=4)=[O:28])[CH:22]=[CH:23][C:24]=3[CH3:25])[C:13]=2[CH:12]=[CH:11][C:10]1=[O:38], predict the reactants needed to synthesize it. The reactants are: [F:1][C:2]1[CH:7]=[CH:6][CH:5]=[C:4]([F:8])[C:3]=1[N:9]1[C:14]2[N:15]=[C:16](S(C)(=O)=O)[N:17]=[C:18]([C:19]3[CH:20]=[C:21]([NH:26][C:27]([C:29]4[S:30][CH:31]=[CH:32][CH:33]=4)=[O:28])[CH:22]=[CH:23][C:24]=3[CH3:25])[C:13]=2[CH:12]=[CH:11][C:10]1=[O:38].Cl.Cl.[NH:41]1[CH:45]=[CH:44][N:43]=[C:42]1[CH2:46][NH2:47]. (4) The reactants are: [N:1]1([C:7]2[O:8][C:9]3[C:14]([C:15](=[O:17])[CH:16]=2)=[CH:13][CH:12]=[CH:11][C:10]=3OS(C(F)(F)F)(=O)=O)[CH2:6][CH2:5][O:4][CH2:3][CH2:2]1.O1CCOCC1.CN(C)C(=O)C.[Cl:38][C:39]1[S:43][C:42](B(O)O)=[CH:41][CH:40]=1. Given the product [Cl:38][C:39]1[S:43][C:42]([C:10]2[CH:11]=[CH:12][CH:13]=[C:14]3[C:9]=2[O:8][C:7]([N:1]2[CH2:2][CH2:3][O:4][CH2:5][CH2:6]2)=[CH:16][C:15]3=[O:17])=[CH:41][CH:40]=1, predict the reactants needed to synthesize it. (5) Given the product [CH:35]1([N:16]([CH:13]2[CH2:14][CH2:15][N:10]([C:8]3[O:1][N:2]=[C:3]([CH:4]([CH3:6])[CH3:5])[N:7]=3)[CH2:11][CH2:12]2)[C:17](=[O:34])[C:18]2[CH:23]=[CH:22][C:21]([C:24]3[CH:25]=[CH:26][C:27]([S:30]([CH3:33])(=[O:31])=[O:32])=[CH:28][CH:29]=3)=[N:20][CH:19]=2)[CH2:37][CH2:36]1, predict the reactants needed to synthesize it. The reactants are: [OH:1][NH:2][C:3](=[NH:7])[CH:4]([CH3:6])[CH3:5].[C:8]([N:10]1[CH2:15][CH2:14][CH:13]([N:16]([CH:35]2[CH2:37][CH2:36]2)[C:17](=[O:34])[C:18]2[CH:23]=[CH:22][C:21]([C:24]3[CH:29]=[CH:28][C:27]([S:30]([CH3:33])(=[O:32])=[O:31])=[CH:26][CH:25]=3)=[N:20][CH:19]=2)[CH2:12][CH2:11]1)#N.